From a dataset of Reaction yield outcomes from USPTO patents with 853,638 reactions. Predict the reaction yield, written as a fraction of the theoretical maximum amount of product (1.0 means a 100% yield; for example, 0.34 means a 34% yield). (1) The reactants are Br[C:2]1[S:6][C:5]([C:7]([OH:9])=[O:8])=[CH:4][CH:3]=1.[N:10]1[C:19]2[C:14](=[CH:15][CH:16]=[CH:17][C:18]=2B(O)O)[CH:13]=[CH:12][CH:11]=1.[Cl-]. The catalyst is C([O-])([O-])=O.[Na+].[Na+].CN(C=O)C.Cl. The product is [N:10]1[C:19]2[C:14](=[CH:15][CH:16]=[CH:17][C:18]=2[C:2]2[S:6][C:5]([C:7]([OH:9])=[O:8])=[CH:4][CH:3]=2)[CH:13]=[CH:12][CH:11]=1. The yield is 0.890. (2) The reactants are [N+:1]([C:4]1[CH:9]=[CH:8][C:7]([CH2:10][CH:11]([NH2:22])[C:12]2[N:13]=[C:14]([C:17]3[S:18][CH:19]=[CH:20][CH:21]=3)[S:15][CH:16]=2)=[CH:6][CH:5]=1)([O-:3])=[O:2].[Cl:23][C:24]1[CH:25]=[C:26]([CH2:30][C:31](O)=[O:32])[CH:27]=[CH:28][CH:29]=1.ON1C2C=CC=CC=2N=N1.CN(C)CCCN=C=NCC.C(N(CC)CC)C. The catalyst is CN(C=O)C.O. The product is [Cl:23][C:24]1[CH:25]=[C:26]([CH2:30][C:31]([NH:22][C@H:11]([C:12]2[N:13]=[C:14]([C:17]3[S:18][CH:19]=[CH:20][CH:21]=3)[S:15][CH:16]=2)[CH2:10][C:7]2[CH:6]=[CH:5][C:4]([N+:1]([O-:3])=[O:2])=[CH:9][CH:8]=2)=[O:32])[CH:27]=[CH:28][CH:29]=1. The yield is 0.600. (3) The reactants are I[C:2]1[CH:7]=[CH:6][CH:5]=[CH:4][C:3]=1[O:8][CH2:9][O:10][CH3:11].Br[C:13]([F:20])([F:19])[C:14]([O:16][CH2:17][CH3:18])=[O:15]. The catalyst is CS(C)=O.[Cu]. The yield is 0.620. The product is [F:19][C:13]([F:20])([C:2]1[CH:7]=[CH:6][CH:5]=[CH:4][C:3]=1[O:8][CH2:9][O:10][CH3:11])[C:14]([O:16][CH2:17][CH3:18])=[O:15]. (4) The reactants are [NH:1]1[CH:5]=[C:4]([C:6]2[C:7]([NH2:12])=[N:8][CH:9]=[CH:10][CH:11]=2)[CH:3]=[N:2]1.[H-].[Na+].[CH2:15]([O:22][C:23]1[CH:28]=[CH:27][C:26]([CH2:29]Cl)=[CH:25][N:24]=1)[C:16]1[CH:21]=[CH:20][CH:19]=[CH:18][CH:17]=1. The catalyst is CN(C)C=O. The product is [CH2:15]([O:22][C:23]1[N:24]=[CH:25][C:26]([CH2:29][N:1]2[CH:5]=[C:4]([C:6]3[C:7]([NH2:12])=[N:8][CH:9]=[CH:10][CH:11]=3)[CH:3]=[N:2]2)=[CH:27][CH:28]=1)[C:16]1[CH:17]=[CH:18][CH:19]=[CH:20][CH:21]=1. The yield is 0.701. (5) The reactants are [CH3:1][O:2][C:3](=[O:15])[C:4]1[CH:9]=[CH:8][C:7]([CH2:10][O:11][CH2:12][CH2:13][OH:14])=[CH:6][CH:5]=1.N1C=CN=C1.[CH3:21][C:22]([Si:25](Cl)([CH3:27])[CH3:26])([CH3:24])[CH3:23]. The catalyst is CN(C=O)C. The product is [CH3:1][O:2][C:3](=[O:15])[C:4]1[CH:5]=[CH:6][C:7]([CH2:10][O:11][CH2:12][CH2:13][O:14][Si:25]([C:22]([CH3:24])([CH3:23])[CH3:21])([CH3:27])[CH3:26])=[CH:8][CH:9]=1. The yield is 0.840.